Dataset: Peptide-MHC class I binding affinity with 185,985 pairs from IEDB/IMGT. Task: Regression. Given a peptide amino acid sequence and an MHC pseudo amino acid sequence, predict their binding affinity value. This is MHC class I binding data. (1) The peptide sequence is VMDKNHAIFT. The binding affinity (normalized) is 0. The MHC is HLA-A02:06 with pseudo-sequence HLA-A02:06. (2) The peptide sequence is SEETGTLIV. The MHC is HLA-B44:02 with pseudo-sequence HLA-B44:02. The binding affinity (normalized) is 0. (3) The peptide sequence is VTPNNFSSI. The MHC is HLA-A29:02 with pseudo-sequence HLA-A29:02. The binding affinity (normalized) is 0.229. (4) The peptide sequence is YGIKVSARV. The MHC is Patr-B0101 with pseudo-sequence Patr-B0101. The binding affinity (normalized) is 0.0241. (5) The peptide sequence is GVLIAGIIL. The MHC is HLA-A02:02 with pseudo-sequence HLA-A02:02. The binding affinity (normalized) is 0.209. (6) The peptide sequence is KLGDITLFL. The MHC is HLA-B39:01 with pseudo-sequence HLA-B39:01. The binding affinity (normalized) is 0.0847. (7) The peptide sequence is STAAVTMSMK. The MHC is HLA-A33:01 with pseudo-sequence HLA-A33:01. The binding affinity (normalized) is 0. (8) The peptide sequence is MPTYIRNTL. The MHC is HLA-B40:02 with pseudo-sequence HLA-B40:02. The binding affinity (normalized) is 0. (9) The peptide sequence is MTAASYARY. The MHC is HLA-B27:05 with pseudo-sequence HLA-B27:05. The binding affinity (normalized) is 0.342.